This data is from Catalyst prediction with 721,799 reactions and 888 catalyst types from USPTO. The task is: Predict which catalyst facilitates the given reaction. Reactant: [NH2:1][C:2]1[C:7]([C:8]([C:10]2[CH:15]=[C:14]([F:16])[CH:13]=[CH:12][C:11]=2[O:17][CH3:18])=[O:9])=[CH:6][N:5]=[C:4]([NH:19][CH:20]2[CH2:25][CH2:24][N:23]([S:26]([CH2:29][CH2:30][CH2:31]Cl)(=[O:28])=[O:27])[CH2:22][CH2:21]2)[N:3]=1.[I-].[K+].[CH3:35][N:36]1[CH2:41][CH2:40][NH:39][CH2:38][CH2:37]1. Product: [NH2:1][C:2]1[C:7]([C:8]([C:10]2[CH:15]=[C:14]([F:16])[CH:13]=[CH:12][C:11]=2[O:17][CH3:18])=[O:9])=[CH:6][N:5]=[C:4]([NH:19][CH:20]2[CH2:25][CH2:24][N:23]([S:26]([CH2:29][CH2:30][CH2:31][N:39]3[CH2:40][CH2:41][N:36]([CH3:35])[CH2:37][CH2:38]3)(=[O:28])=[O:27])[CH2:22][CH2:21]2)[N:3]=1. The catalyst class is: 258.